Dataset: Forward reaction prediction with 1.9M reactions from USPTO patents (1976-2016). Task: Predict the product of the given reaction. Given the reactants [CH3:1][O:2][CH2:3][C:4]([NH:6][C:7]1[CH:8]=[C:9]2[C:13](=[CH:14][C:15]=1[C:16]#[N:17])[CH:12]([NH:18][C:19]1[CH:31]=[CH:30][C:22]([C:23]([O:25][C:26]([CH3:29])([CH3:28])[CH3:27])=[O:24])=[CH:21][CH:20]=1)[CH2:11][CH2:10]2)=O.C([OH:34])C.OO.[OH-].[Na+], predict the reaction product. The product is: [CH3:1][O:2][CH2:3][C:4]1[NH:17][C:16](=[O:34])[C:15]2[C:7](=[CH:8][C:9]3[CH2:10][CH2:11][CH:12]([NH:18][C:19]4[CH:20]=[CH:21][C:22]([C:23]([O:25][C:26]([CH3:28])([CH3:29])[CH3:27])=[O:24])=[CH:30][CH:31]=4)[C:13]=3[CH:14]=2)[N:6]=1.